Predict the reaction yield, written as a fraction of the theoretical maximum amount of product (1.0 means a 100% yield; for example, 0.34 means a 34% yield). From a dataset of Reaction yield outcomes from USPTO patents with 853,638 reactions. The reactants are [OH:1][C:2]1[CH:3]=[N:4][C:5]2[C:10]([CH:11]=1)=[CH:9][CH:8]=[CH:7][CH:6]=2.CN(C)C=O.[H-].[Na+].Br[CH2:20][C:21]1[C:22]([F:35])=[C:23]([NH:28][S:29]([CH2:32][CH2:33][CH3:34])(=[O:31])=[O:30])[CH:24]=[CH:25][C:26]=1[F:27]. The catalyst is C(O)(=O)C. The product is [F:35][C:22]1[C:21]([CH2:20][O:1][C:2]2[CH:3]=[N:4][C:5]3[C:10]([CH:11]=2)=[CH:9][CH:8]=[CH:7][CH:6]=3)=[C:26]([F:27])[CH:25]=[CH:24][C:23]=1[NH:28][S:29]([CH2:32][CH2:33][CH3:34])(=[O:31])=[O:30]. The yield is 0.0800.